Predict which catalyst facilitates the given reaction. From a dataset of Catalyst prediction with 721,799 reactions and 888 catalyst types from USPTO. Reactant: C([O:4][C:5]1[CH:10]=[CH:9][C:8](/[CH:11]=[CH:12]/[CH:13]=[CH:14]/[C:15]([O:17]C)=[O:16])=[CH:7][C:6]=1[O:19][CH3:20])(=O)C.[OH-].[Na+].O.Cl. Product: [OH:4][C:5]1[CH:10]=[CH:9][C:8](/[CH:11]=[CH:12]/[CH:13]=[CH:14]/[C:15]([OH:17])=[O:16])=[CH:7][C:6]=1[O:19][CH3:20]. The catalyst class is: 5.